Dataset: Forward reaction prediction with 1.9M reactions from USPTO patents (1976-2016). Task: Predict the product of the given reaction. Given the reactants [O:1]1[C:6]2[CH:7]=[CH:8][CH:9]=[CH:10][C:5]=2[NH:4][C:3](=[O:11])[CH2:2]1.[Br:12][CH2:13][CH2:14][CH2:15][CH2:16]Br, predict the reaction product. The product is: [Br:12][CH2:13][CH2:14][CH2:15][CH2:16][N:4]1[C:5]2[CH:10]=[CH:9][CH:8]=[CH:7][C:6]=2[O:1][CH2:2][C:3]1=[O:11].